From a dataset of NCI-60 drug combinations with 297,098 pairs across 59 cell lines. Regression. Given two drug SMILES strings and cell line genomic features, predict the synergy score measuring deviation from expected non-interaction effect. (1) Drug 1: CC1CCC2CC(C(=CC=CC=CC(CC(C(=O)C(C(C(=CC(C(=O)CC(OC(=O)C3CCCCN3C(=O)C(=O)C1(O2)O)C(C)CC4CCC(C(C4)OC)OCCO)C)C)O)OC)C)C)C)OC. Drug 2: CS(=O)(=O)CCNCC1=CC=C(O1)C2=CC3=C(C=C2)N=CN=C3NC4=CC(=C(C=C4)OCC5=CC(=CC=C5)F)Cl. Cell line: HCC-2998. Synergy scores: CSS=1.43, Synergy_ZIP=8.46, Synergy_Bliss=15.7, Synergy_Loewe=6.66, Synergy_HSA=6.66. (2) Drug 1: C1=NC2=C(N=C(N=C2N1C3C(C(C(O3)CO)O)F)Cl)N. Drug 2: C(CCl)NC(=O)N(CCCl)N=O. Cell line: MOLT-4. Synergy scores: CSS=49.3, Synergy_ZIP=-3.52, Synergy_Bliss=-4.77, Synergy_Loewe=-20.7, Synergy_HSA=-3.19. (3) Drug 1: C1=NC2=C(N1)C(=S)N=C(N2)N. Drug 2: CC1=C(N=C(N=C1N)C(CC(=O)N)NCC(C(=O)N)N)C(=O)NC(C(C2=CN=CN2)OC3C(C(C(C(O3)CO)O)O)OC4C(C(C(C(O4)CO)O)OC(=O)N)O)C(=O)NC(C)C(C(C)C(=O)NC(C(C)O)C(=O)NCCC5=NC(=CS5)C6=NC(=CS6)C(=O)NCCC[S+](C)C)O. Cell line: HL-60(TB). Synergy scores: CSS=55.7, Synergy_ZIP=1.11, Synergy_Bliss=1.13, Synergy_Loewe=-1.20, Synergy_HSA=-0.277. (4) Drug 1: CC1=C(N=C(N=C1N)C(CC(=O)N)NCC(C(=O)N)N)C(=O)NC(C(C2=CN=CN2)OC3C(C(C(C(O3)CO)O)O)OC4C(C(C(C(O4)CO)O)OC(=O)N)O)C(=O)NC(C)C(C(C)C(=O)NC(C(C)O)C(=O)NCCC5=NC(=CS5)C6=NC(=CS6)C(=O)NCCC[S+](C)C)O. Drug 2: C(CC(=O)O)C(=O)CN.Cl. Cell line: SF-295. Synergy scores: CSS=43.3, Synergy_ZIP=-7.43, Synergy_Bliss=-4.16, Synergy_Loewe=-28.9, Synergy_HSA=-0.869.